This data is from Reaction yield outcomes from USPTO patents with 853,638 reactions. The task is: Predict the reaction yield, written as a fraction of the theoretical maximum amount of product (1.0 means a 100% yield; for example, 0.34 means a 34% yield). The reactants are O=C1C2C(=CC=CC=2)C(=O)[N:3]1[CH2:12][CH2:13][CH2:14][CH2:15][C:16]1[CH:21]=[CH:20][C:19]([O:22][C:23](=[S:27])[N:24]([CH3:26])[CH3:25])=[CH:18][CH:17]=1.CN. No catalyst specified. The product is [NH2:3][CH2:12][CH2:13][CH2:14][CH2:15][C:16]1[CH:21]=[CH:20][C:19]([O:22][C:23](=[S:27])[N:24]([CH3:25])[CH3:26])=[CH:18][CH:17]=1. The yield is 0.460.